This data is from Full USPTO retrosynthesis dataset with 1.9M reactions from patents (1976-2016). The task is: Predict the reactants needed to synthesize the given product. The reactants are: [C:1]([O:5][C:6]([N:8]1[CH2:12][C@@H:11]([CH2:13][NH:14][CH:15]2[CH2:17][CH2:16]2)[C@H:10]([CH2:18][C:19]2[CH:24]=[CH:23][CH:22]=[CH:21][CH:20]=2)[CH2:9]1)=[O:7])([CH3:4])([CH3:3])[CH3:2].[F:25][C:26]1[CH:27]=[C:28]2[C:33](=[CH:34][CH:35]=1)[NH:32][C:31](=[O:36])[CH2:30][CH:29]2[C:37](O)=[O:38]. Given the product [C:1]([O:5][C:6]([N:8]1[CH2:12][C@@H:11]([CH2:13][N:14]([CH:15]2[CH2:17][CH2:16]2)[C:37]([CH:29]2[C:28]3[C:33](=[CH:34][CH:35]=[C:26]([F:25])[CH:27]=3)[NH:32][C:31](=[O:36])[CH2:30]2)=[O:38])[C@H:10]([CH2:18][C:19]2[CH:20]=[CH:21][CH:22]=[CH:23][CH:24]=2)[CH2:9]1)=[O:7])([CH3:4])([CH3:2])[CH3:3], predict the reactants needed to synthesize it.